From a dataset of Full USPTO retrosynthesis dataset with 1.9M reactions from patents (1976-2016). Predict the reactants needed to synthesize the given product. (1) Given the product [Cl:33][C:21]1[C:22]([C:23]2[CH:28]=[CH:27][CH:26]=[CH:25][CH:24]=2)=[N:1][N:5]=[C:6]2[N:10]([CH2:11][CH2:12][OH:29])[N:9]=[C:8]([C:14]3[CH:19]=[CH:18][C:17]([F:20])=[CH:16][CH:15]=3)[C:7]=12, predict the reactants needed to synthesize it. The reactants are: [N:1]([O-])=O.[Na+].[NH2:5][C:6]1[N:10]([CH2:11][CH2:12]O)[N:9]=[C:8]([C:14]2[CH:19]=[CH:18][C:17]([F:20])=[CH:16][CH:15]=2)[C:7]=1[C:21]#[C:22][C:23]1[CH:28]=[CH:27][CH:26]=[CH:25][CH:24]=1.[OH2:29].C(Cl)Cl.[ClH:33]. (2) Given the product [NH2:23][C:24]1[C:29]([C:30]#[N:31])=[C:28]([NH:14][C@@H:12]([C:7]2[C:6]([C:15]3[CH:16]=[N:17][CH:18]=[CH:19][CH:20]=3)=[C:5]([O:21][CH3:22])[C:4]3[C:9](=[CH:10][CH:11]=[C:2]([F:1])[CH:3]=3)[N:8]=2)[CH3:13])[N:27]=[CH:26][N:25]=1, predict the reactants needed to synthesize it. The reactants are: [F:1][C:2]1[CH:3]=[C:4]2[C:9](=[CH:10][CH:11]=1)[N:8]=[C:7]([C@H:12]([NH2:14])[CH3:13])[C:6]([C:15]1[CH:16]=[N:17][CH:18]=[CH:19][CH:20]=1)=[C:5]2[O:21][CH3:22].[NH2:23][C:24]1[C:29]([C:30]#[N:31])=[C:28](Cl)[N:27]=[CH:26][N:25]=1.CCN(C(C)C)C(C)C. (3) Given the product [C:12]([C:20]1[CH:21]=[CH:22][C:23]([C:24]([NH:29][C:30]2[CH:35]=[CH:34][N:33]=[CH:32][CH:31]=2)=[O:26])=[CH:27][CH:28]=1)(=[O:19])[C:13]1[CH:14]=[CH:15][CH:16]=[CH:17][CH:18]=1, predict the reactants needed to synthesize it. The reactants are: NC(C1SC(C(O)=O)=CC=1)C.[C:12]([C:20]1[CH:28]=[CH:27][C:23]([C:24]([OH:26])=O)=[CH:22][CH:21]=1)(=[O:19])[C:13]1[CH:18]=[CH:17][CH:16]=[CH:15][CH:14]=1.[NH2:29][C:30]1[CH:35]=[CH:34][N:33]=[CH:32][CH:31]=1. (4) Given the product [CH2:9]([S:8][C:7]1[NH:6][C:4](=[O:3])[C:20]2[C:12](=[C:13]3[CH:14]=[CH:15][NH:16][C:17]3=[CH:18][CH:19]=2)[N:11]=1)[CH3:10], predict the reactants needed to synthesize it. The reactants are: C([O:3][C:4]([NH:6]/[C:7](=[N:11]\[C:12]1[CH:20]=[CH:19][CH:18]=[C:17]2[C:13]=1[CH:14]=[CH:15][N:16]2C(OC(C)(C)C)=O)/[S:8][CH2:9][CH3:10])=O)C.C1C=CC(C2C=CC=CC=2)=CC=1.C1C=CC(OC2C=CC=CC=2)=CC=1. (5) The reactants are: [Cl:1][C:2]1[CH:3]=[C:4]([N:24]2[CH2:29][CH2:28][O:27][CH2:26][CH2:25]2)[C:5]2[N:6]([CH:8]=[C:9]([C@@H:11]3[CH2:13][C@@H:12]3[C:14]3[CH:23]=[CH:22][C:21]4[C:16](=[CH:17][CH:18]=[CH:19][CH:20]=4)[N:15]=3)[N:10]=2)[N:7]=1.Br[C:31]1[CH:36]=[CH:35][C:34]([CH2:37][C:38]([O:40][CH3:41])=[O:39])=[CH:33][CH:32]=1. Given the product [Cl:1][C:2]1[CH:3]=[C:4]([N:24]2[CH2:29][CH2:28][O:27][CH2:26][CH2:25]2)[C:5]2[N:6]([C:8]([C:31]3[CH:36]=[CH:35][C:34]([CH2:37][C:38]([O:40][CH3:41])=[O:39])=[CH:33][CH:32]=3)=[C:9]([C@@H:11]3[CH2:13][C@@H:12]3[C:14]3[CH:23]=[CH:22][C:21]4[C:16](=[CH:17][CH:18]=[CH:19][CH:20]=4)[N:15]=3)[N:10]=2)[N:7]=1, predict the reactants needed to synthesize it. (6) Given the product [S:1]1[CH:5]=[CH:4][CH:3]=[C:2]1[CH2:6][CH2:7][NH:8][C:27]([C:24]1[N:25]=[N:26][C:21]([N:18]2[CH2:17][CH2:16][N:15]([C:13](=[O:14])[C:12]3[CH:30]=[CH:31][CH:32]=[CH:33][C:11]=3[C:10]([F:35])([F:34])[F:9])[CH2:20][CH2:19]2)=[CH:22][CH:23]=1)=[O:28], predict the reactants needed to synthesize it. The reactants are: [S:1]1[CH:5]=[CH:4][CH:3]=[C:2]1[CH2:6][CH2:7][NH2:8].[F:9][C:10]([F:35])([F:34])[C:11]1[CH:33]=[CH:32][CH:31]=[CH:30][C:12]=1[C:13]([N:15]1[CH2:20][CH2:19][N:18]([C:21]2[N:26]=[N:25][C:24]([C:27](O)=[O:28])=[CH:23][CH:22]=2)[CH2:17][CH2:16]1)=[O:14]. (7) Given the product [CH3:1][O:2][C:3]1[CH:4]=[C:5]([C:12]2[N:16]([CH3:17])[N:15]=[N:14][N:13]=2)[CH:6]=[CH:7][C:8]=1[NH2:9], predict the reactants needed to synthesize it. The reactants are: [CH3:1][O:2][C:3]1[CH:4]=[C:5]([C:12]2[N:16]([CH3:17])[N:15]=[N:14][N:13]=2)[CH:6]=[CH:7][C:8]=1[N+:9]([O-])=O.CCO.